From a dataset of Catalyst prediction with 721,799 reactions and 888 catalyst types from USPTO. Predict which catalyst facilitates the given reaction. Reactant: BrBr.[S-:3][C:4]#[N:5].[Na+].[NH2:7][C:8]1[N:12]([C:13]2[CH:18]=[CH:17][C:16]([C:19]([F:22])([F:21])[F:20])=[CH:15][C:14]=2[Cl:23])[N:11]=[C:10]([C:24]#[N:25])[CH:9]=1.O. Product: [NH2:7][C:8]1[N:12]([C:13]2[CH:18]=[CH:17][C:16]([C:19]([F:21])([F:22])[F:20])=[CH:15][C:14]=2[Cl:23])[N:11]=[C:10]([C:24]#[N:25])[C:9]=1[S:3][C:4]#[N:5]. The catalyst class is: 5.